From a dataset of Blood-brain barrier permeability classification from the B3DB database. Regression/Classification. Given a drug SMILES string, predict its absorption, distribution, metabolism, or excretion properties. Task type varies by dataset: regression for continuous measurements (e.g., permeability, clearance, half-life) or binary classification for categorical outcomes (e.g., BBB penetration, CYP inhibition). Dataset: b3db_classification. (1) The molecule is CCc1ccc(-n2cnc3c(sc4nccc(N(C)C)c43)c2=O)cc1. The result is 1 (penetrates BBB). (2) The compound is CC(=O)C1CCC2C3CCC4CC(O)CCC4(C)C3C(=O)CC12C. The result is 1 (penetrates BBB). (3) The molecule is CCOC(=O)C=C(C)C=CC=C(C)C=Cc1c(C)cc(OC)c(C)c1C. The result is 0 (does not penetrate BBB). (4) The drug is CC(C)N1CCN(c2ccc(OC[C@H]3COC(Cn4cncn4)(c4ccc(Cl)cc4Cl)O3)cc2)CC1. The result is 0 (does not penetrate BBB). (5) The compound is CCOC(=O)CCCCCCCCC(C)c1ccccc1I. The result is 0 (does not penetrate BBB). (6) The molecule is CCOC(=O)C1(c2ccccc2)CCN(CCC(O)c2ccccc2)CC1. The result is 1 (penetrates BBB).